From a dataset of Peptide-MHC class II binding affinity with 134,281 pairs from IEDB. Regression. Given a peptide amino acid sequence and an MHC pseudo amino acid sequence, predict their binding affinity value. This is MHC class II binding data. (1) The peptide sequence is AAHTAGTTVYGAFAA. The MHC is HLA-DPA10103-DPB10401 with pseudo-sequence HLA-DPA10103-DPB10401. The binding affinity (normalized) is 0.180. (2) The binding affinity (normalized) is 0.440. The MHC is DRB1_0101 with pseudo-sequence DRB1_0101. The peptide sequence is NVWEVKSSKPLVGPF. (3) The peptide sequence is EKKYFAPTQFEPLAA. The MHC is DRB1_1602 with pseudo-sequence DRB1_1602. The binding affinity (normalized) is 0.635. (4) The peptide sequence is LPKPPKPVSKMRMATPLLMGALPM. The MHC is DRB1_1201 with pseudo-sequence DRB1_1201. The binding affinity (normalized) is 0.437. (5) The MHC is DRB1_0901 with pseudo-sequence DRB1_0901. The binding affinity (normalized) is 0.169. The peptide sequence is VHAQTVEDEARRMWA. (6) The peptide sequence is VPQLQPQNPSQQQPQ. The MHC is HLA-DQA10501-DQB10201 with pseudo-sequence HLA-DQA10501-DQB10201. The binding affinity (normalized) is 0.108. (7) The peptide sequence is ADKFLANVSTVLTGK. The MHC is DRB1_1101 with pseudo-sequence DRB1_1101. The binding affinity (normalized) is 0.555. (8) The peptide sequence is TACLSKAYANMWSLM. The MHC is DRB3_0301 with pseudo-sequence DRB3_0301. The binding affinity (normalized) is 0.521. (9) The peptide sequence is KYFAATQFEPLAARL. The MHC is DRB1_1101 with pseudo-sequence DRB1_1101. The binding affinity (normalized) is 0.344.